From a dataset of Full USPTO retrosynthesis dataset with 1.9M reactions from patents (1976-2016). Predict the reactants needed to synthesize the given product. (1) The reactants are: [CH3:1][N:2]1[CH:6]=[C:5]([C:7]2[CH:8]=[C:9]3[C:14](=[CH:15][CH:16]=2)[N:13]([C:17]2[C:21]4[CH2:22][N:23](C(OC(C)(C)C)=O)[CH2:24][CH2:25][C:20]=4[N:19](C4CCOCC4)[N:18]=2)[CH2:12][CH2:11][CH2:10]3)[CH:4]=[N:3]1.FC(F)(F)C(O)=O. Given the product [CH3:1][N:2]1[CH:6]=[C:5]([C:7]2[CH:8]=[C:9]3[C:14](=[CH:15][CH:16]=2)[N:13]([C:17]2[C:21]4[CH2:22][NH:23][CH2:24][CH2:25][C:20]=4[NH:19][N:18]=2)[CH2:12][CH2:11][CH2:10]3)[CH:4]=[N:3]1, predict the reactants needed to synthesize it. (2) Given the product [CH:1]1([C@@H:6]2[NH:11][C:10](=[O:12])[C@H:9]([CH2:13][CH:14]([CH3:16])[CH3:15])[N:8]([C:30]([C:27]3[CH:26]=[C:25]([C:20]4[CH:21]=[CH:22][C:23]([F:24])=[C:18]([F:17])[CH:19]=4)[O:29][N:28]=3)=[O:31])[CH2:7]2)[CH2:2][CH2:3][CH2:4][CH2:5]1, predict the reactants needed to synthesize it. The reactants are: [CH:1]1([C@@H:6]2[NH:11][C:10](=[O:12])[C@H:9]([CH2:13][CH:14]([CH3:16])[CH3:15])[NH:8][CH2:7]2)[CH2:5][CH2:4][CH2:3][CH2:2]1.[F:17][C:18]1[CH:19]=[C:20]([C:25]2[O:29][N:28]=[C:27]([C:30](O)=[O:31])[CH:26]=2)[CH:21]=[CH:22][C:23]=1[F:24].C([C@@H]1N(C(=O)/C=C/C2C=CC=CC=2)C[C@H](CC(C)C)NC1=O)C(C)C.